Task: Regression/Classification. Given a drug SMILES string, predict its absorption, distribution, metabolism, or excretion properties. Task type varies by dataset: regression for continuous measurements (e.g., permeability, clearance, half-life) or binary classification for categorical outcomes (e.g., BBB penetration, CYP inhibition). Dataset: cyp2c9_veith.. Dataset: CYP2C9 inhibition data for predicting drug metabolism from PubChem BioAssay (1) The compound is c1ccc2c[n+](CCCC[n+]3ccc4ccccc4c3)ccc2c1. The result is 0 (non-inhibitor). (2) The compound is CN1CCN(c2ccnc(-c3cccnc3)n2)CC1. The result is 0 (non-inhibitor).